From a dataset of Forward reaction prediction with 1.9M reactions from USPTO patents (1976-2016). Predict the product of the given reaction. (1) Given the reactants O1CCOCC1.[C:7]([CH:15]([CH2:21][C:22]([CH:24]1[N:32]2[C:27](=[CH:28][C:29]([C:34]3[CH:39]=[C:38]([Cl:40])[CH:37]=[CH:36][C:35]=3[NH:41]C(OC(C)(C)C)=O)=[CH:30][C:31]2=[O:33])[CH2:26][CH2:25]1)=[O:23])C(OCC)=O)(=[O:14])[C:8]1[CH:13]=[CH:12][CH:11]=[CH:10][CH:9]=1.Cl.C(=O)([O-])O.[Na+], predict the reaction product. The product is: [NH2:41][C:35]1[CH:36]=[CH:37][C:38]([Cl:40])=[CH:39][C:34]=1[C:29]1[CH:28]=[C:27]2[N:32]([CH:24]([C:22](=[O:23])[CH2:21][CH2:15][C:7]([C:8]3[CH:9]=[CH:10][CH:11]=[CH:12][CH:13]=3)=[O:14])[CH2:25][CH2:26]2)[C:31](=[O:33])[CH:30]=1. (2) Given the reactants [F:1][C:2]([F:13])([F:12])[C:3]1[CH:4]=[C:5](B(O)O)[CH:6]=[CH:7][CH:8]=1.[F:14][C:15]1[CH:16]=[C:17]([CH:27]([NH:29][C:30]([C:32]2[N:33]=[C:34](Cl)[S:35][CH:36]=2)=[O:31])[CH3:28])[CH:18]=[C:19]([F:26])[C:20]=1[NH:21][S:22]([CH3:25])(=[O:24])=[O:23].C([O-])([O-])=O.[Cs+].[Cs+], predict the reaction product. The product is: [F:26][C:19]1[CH:18]=[C:17]([CH:27]([NH:29][C:30]([C:32]2[N:33]=[C:34]([C:5]3[CH:6]=[CH:7][CH:8]=[C:3]([C:2]([F:13])([F:12])[F:1])[CH:4]=3)[S:35][CH:36]=2)=[O:31])[CH3:28])[CH:16]=[C:15]([F:14])[C:20]=1[NH:21][S:22]([CH3:25])(=[O:24])=[O:23]. (3) Given the reactants Cl[C:2]1C=C(N([C@H]2CC[C@H](N(C)C)CC2)CC)C(C)=C([CH:10]=1)C(O)=O.[Cl:24][C:25]1[CH:26]=[C:27]([N:47]([CH2:57][CH3:58])[C@H:48]2[CH2:53][CH2:52][C@H:51]([N:54]([CH3:56])[CH3:55])[CH2:50][CH2:49]2)[C:28]([CH3:46])=[C:29]([CH:45]=1)[C:30]([NH:32][CH2:33][C:34]1[C:39](=[O:40])[N:38]2[NH:41][CH:42]=C[C:37]2=CC=1C)=[O:31].O=[C:60](CC)CC(OCC)=O.C(N(CC)CC)C.C1CN([P+](ON2N=NC3C=CC=CC2=3)(N2CCCC2)N2CCCC2)CC1.F[P-](F)(F)(F)(F)F, predict the reaction product. The product is: [Cl:24][C:25]1[CH:26]=[C:27]([N:47]([C@H:48]2[CH2:53][CH2:52][C@H:51]([N:54]([CH3:56])[CH3:55])[CH2:50][CH2:49]2)[CH2:57][CH3:58])[C:28]([CH3:46])=[C:29]([CH:45]=1)[C:30]([NH:32][CH2:33][C:34]1[C:42]([CH2:2][CH3:10])=[N:41][N:38]([CH3:37])[C:39]=1[O:40][CH3:60])=[O:31]. (4) Given the reactants Br[C:2]1[CH:3]=[C:4]([C:14]([N:16]2[CH2:20][C:19](=[O:21])[NH:18][CH2:17]2)=[O:15])[S:5][C:6]=1[C:7]1[CH:12]=[CH:11][CH:10]=[C:9]([Cl:13])[CH:8]=1.[C:22]([C:24]1[CH:25]=[C:26](B(O)O)[CH:27]=[CH:28][C:29]=1[F:30])#[N:23].C(=O)([O-])[O-].[Cs+].[Cs+].C1(P(C2CCCCC2)C2C=CC=CC=2C2C(C(C)C)=CC(C(C)C)=CC=2C(C)C)CCCCC1, predict the reaction product. The product is: [Cl:13][C:9]1[CH:8]=[C:7]([C:6]2[S:5][C:4]([C:14]([N:16]3[CH2:20][C:19](=[O:21])[NH:18][CH2:17]3)=[O:15])=[CH:3][C:2]=2[C:26]2[CH:27]=[CH:28][C:29]([F:30])=[C:24]([C:22]#[N:23])[CH:25]=2)[CH:12]=[CH:11][CH:10]=1. (5) Given the reactants [OH:1][NH:2][C:3]([C:5]1[CH:10]=[CH:9][C:8]([CH2:11][C:12]([OH:14])=[O:13])=[CH:7][CH:6]=1)=[NH:4].[CH2:15]([N:17]([CH2:28][CH3:29])[C:18]1[CH:19]=[C:20]([CH:24]=[C:25]([CH3:27])[N:26]=1)[C:21](O)=O)[CH3:16], predict the reaction product. The product is: [CH2:28]([N:17]([CH2:15][CH3:16])[C:18]1[CH:19]=[C:20]([C:21]2[O:1][N:2]=[C:3]([C:5]3[CH:6]=[CH:7][C:8]([CH2:11][C:12]([OH:14])=[O:13])=[CH:9][CH:10]=3)[N:4]=2)[CH:24]=[C:25]([CH3:27])[N:26]=1)[CH3:29].